Dataset: Protein-peptide binding for MDM2, ACE2, and 12ca5 with 34 validated binders. Task: Binary Classification. Given protein and peptide amino acid sequences, predict whether they interact or not. (1) The protein target is ACE2 with sequence MSSSSWLLLSLVAVTAAQSTIEEQAKTFLDKFNHEAEDLFYQSSLASWNYNTNITEENVQNMNNAGDKWSAFLKEQSTLAQMYPLQEIQNLTVKLQLQALQQNGSSVLSEDKSKRLNTILNTMSTIYSTGKVCNPDNPQECLLLEPGLNEIMANSLDYNERLWAWESWRSEVGKQLRPLYEEYVVLKNEMARANHYEDYGDYWRGDYEVNGVDGYDYSRGQLIEDVEHTFEEIKPLYEHLHAYVRAKLMNAYPSYISPIGCLPAHLLGDMWGRFWTNLYSLTVPFGQKPNIDVTDAMVDQAWDAQRIFKEAEKFFVSVGLPNMTQGFWENSMLTDPGNVQKAVCHPTAWDLGKGDFRILMCTKVTMDDFLTAHHEMGHIQYDMAYAAQPFLLRNGANEGFHEAVGEIMSLSAATPKHLKSIGLLSPDFQEDNETEINFLLKQALTIVGTLPFTYMLEKWRWMVFKGEIPKDQWMKKWWEMKREIVGVVEPVPHDETYCDP.... The peptide is LQRASLYFPWKVK. (2) The protein target is MDM2 with sequence MCNTNMSVPTDGAVTTSQIPASEQETLVRPKPLLLKLLKSVGAQKDTYTMKEVLFYLGQYIMTKRLYDEKQQHIVYCSNDLLGDLFGVPSFSVKEHRKIYTMIYRNLVVVNQQESSDSGTSVSENRCHLEGGSDQKDLVQELQEEKPSSSHLVSRPSTSSRRRAISETEENSDELSGERQRKRHKSDSISLSFDESLALCVIREICCERSSSSESTGTPSNPDLDAGVSEHSGDWLDQDSVSDQFSVEFEVESLDSEDYSLSEEGQELSDEDDEVYQVTVYQAGESDTDSFEEDPEISLADYWKCTSCNEMNPPLPSHCNRCWALRENWLPEDKGKDKGEISEKAKLENSTQAEEGFDVPDCKKTIVNDSRESCVEENDDKITQASQSQESEDYSQPSTSSSIIYSSQEDVKEFEREETQDKEESVESSLPLNAIEPCVICQGRPKNGCIVHGKTGHLMACFTCAKKLKKRNKPCPVCRQPIQMIVLTYFP. The peptide is TSAAAAWALLAAK. (3) The protein target is MDM2 with sequence MCNTNMSVPTDGAVTTSQIPASEQETLVRPKPLLLKLLKSVGAQKDTYTMKEVLFYLGQYIMTKRLYDEKQQHIVYCSNDLLGDLFGVPSFSVKEHRKIYTMIYRNLVVVNQQESSDSGTSVSENRCHLEGGSDQKDLVQELQEEKPSSSHLVSRPSTSSRRRAISETEENSDELSGERQRKRHKSDSISLSFDESLALCVIREICCERSSSSESTGTPSNPDLDAGVSEHSGDWLDQDSVSDQFSVEFEVESLDSEDYSLSEEGQELSDEDDEVYQVTVYQAGESDTDSFEEDPEISLADYWKCTSCNEMNPPLPSHCNRCWALRENWLPEDKGKDKGEISEKAKLENSTQAEEGFDVPDCKKTIVNDSRESCVEENDDKITQASQSQESEDYSQPSTSSSIIYSSQEDVKEFEREETQDKEESVESSLPLNAIEPCVICQGRPKNGCIVHGKTGHLMACFTCAKKLKKRNKPCPVCRQPIQMIVLTYFP. The peptide is AAFAAYAALLAAK. (4) The protein target is MDM2 with sequence MCNTNMSVPTDGAVTTSQIPASEQETLVRPKPLLLKLLKSVGAQKDTYTMKEVLFYLGQYIMTKRLYDEKQQHIVYCSNDLLGDLFGVPSFSVKEHRKIYTMIYRNLVVVNQQESSDSGTSVSENRCHLEGGSDQKDLVQELQEEKPSSSHLVSRPSTSSRRRAISETEENSDELSGERQRKRHKSDSISLSFDESLALCVIREICCERSSSSESTGTPSNPDLDAGVSEHSGDWLDQDSVSDQFSVEFEVESLDSEDYSLSEEGQELSDEDDEVYQVTVYQAGESDTDSFEEDPEISLADYWKCTSCNEMNPPLPSHCNRCWALRENWLPEDKGKDKGEISEKAKLENSTQAEEGFDVPDCKKTIVNDSRESCVEENDDKITQASQSQESEDYSQPSTSSSIIYSSQEDVKEFEREETQDKEESVESSLPLNAIEPCVICQGRPKNGCIVHGKTGHLMACFTCAKKLKKRNKPCPVCRQPIQMIVLTYFP. The peptide is AAFAAYWNAAAAK. (5) The protein target is MDM2 with sequence MCNTNMSVPTDGAVTTSQIPASEQETLVRPKPLLLKLLKSVGAQKDTYTMKEVLFYLGQYIMTKRLYDEKQQHIVYCSNDLLGDLFGVPSFSVKEHRKIYTMIYRNLVVVNQQESSDSGTSVSENRCHLEGGSDQKDLVQELQEEKPSSSHLVSRPSTSSRRRAISETEENSDELSGERQRKRHKSDSISLSFDESLALCVIREICCERSSSSESTGTPSNPDLDAGVSEHSGDWLDQDSVSDQFSVEFEVESLDSEDYSLSEEGQELSDEDDEVYQVTVYQAGESDTDSFEEDPEISLADYWKCTSCNEMNPPLPSHCNRCWALRENWLPEDKGKDKGEISEKAKLENSTQAEEGFDVPDCKKTIVNDSRESCVEENDDKITQASQSQESEDYSQPSTSSSIIYSSQEDVKEFEREETQDKEESVESSLPLNAIEPCVICQGRPKNGCIVHGKTGHLMACFTCAKKLKKRNKPCPVCRQPIQMIVLTYFP. The peptide is TAAAAAWALLAAK. (6) The protein target is MDM2 with sequence MCNTNMSVPTDGAVTTSQIPASEQETLVRPKPLLLKLLKSVGAQKDTYTMKEVLFYLGQYIMTKRLYDEKQQHIVYCSNDLLGDLFGVPSFSVKEHRKIYTMIYRNLVVVNQQESSDSGTSVSENRCHLEGGSDQKDLVQELQEEKPSSSHLVSRPSTSSRRRAISETEENSDELSGERQRKRHKSDSISLSFDESLALCVIREICCERSSSSESTGTPSNPDLDAGVSEHSGDWLDQDSVSDQFSVEFEVESLDSEDYSLSEEGQELSDEDDEVYQVTVYQAGESDTDSFEEDPEISLADYWKCTSCNEMNPPLPSHCNRCWALRENWLPEDKGKDKGEISEKAKLENSTQAEEGFDVPDCKKTIVNDSRESCVEENDDKITQASQSQESEDYSQPSTSSSIIYSSQEDVKEFEREETQDKEESVESSLPLNAIEPCVICQGRPKNGCIVHGKTGHLMACFTCAKKLKKRNKPCPVCRQPIQMIVLTYFP. The peptide is LTFEHYWAQLTSK.